Predict which catalyst facilitates the given reaction. From a dataset of Catalyst prediction with 721,799 reactions and 888 catalyst types from USPTO. (1) Reactant: [C:1]([C@H:5]1[C:23](=[O:24])[N:22]2[CH2:25][C@@H:19]([CH2:20][C@H:21]2[C:26]([O:28]C)=[O:27])[O:18][C:17]2[N:30]=[CH:31][CH:32]=[CH:33][C:16]=2[CH2:15][CH2:14][CH2:13][CH2:12][CH2:11][CH2:10][CH2:9][O:8][C:7](=[O:34])[NH:6]1)([CH3:4])([CH3:3])[CH3:2].O.Cl.CCOCC. Product: [C:1]([C@H:5]1[C:23](=[O:24])[N:22]2[CH2:25][C@@H:19]([CH2:20][C@H:21]2[C:26]([OH:28])=[O:27])[O:18][C:17]2[N:30]=[CH:31][CH:32]=[CH:33][C:16]=2[CH2:15][CH2:14][CH2:13][CH2:12][CH2:11][CH2:10][CH2:9][O:8][C:7](=[O:34])[NH:6]1)([CH3:4])([CH3:2])[CH3:3]. The catalyst class is: 36. (2) Reactant: O=[C:2]1[C:14]2[C:13]3[C:8](=[CH:9]C=CC=3)[N:7]([CH2:15][C:16]3[CH:25]=[CH:24][C:19]([C:20]([O:22][CH3:23])=[O:21])=[CH:18][CH:17]=3)[C:6]=2[CH2:5][CH2:4][CH2:3]1.Cl.[CH3:27][NH:28][CH3:29].[CH2:30]=[O:31].[C:32]1([CH3:38])[CH:37]=CC=[CH:34][CH:33]=1. Product: [CH3:27][N:28]([CH2:34][CH:33]1[C:30](=[O:31])[C:13]2[C:14]3[C:6](=[CH:5][CH:4]=[CH:3][CH:2]=3)[N:7]([CH2:15][C:16]3[CH:17]=[CH:18][C:19]([C:20]([O:22][CH3:23])=[O:21])=[CH:24][CH:25]=3)[C:8]=2[CH2:9][C:32]1([CH3:38])[CH3:37])[CH3:29]. The catalyst class is: 15. (3) Reactant: CC(OC(/N=N/C(OC(C)C)=O)=O)C.P(CCCC)(CCCC)CCCC.[CH2:28]([CH:30]1[CH:34]([C:35]2[N:39]3[C:40]4[CH:46]=[CH:45][N:44]([CH2:47][O:48][CH2:49][CH2:50][Si:51]([CH3:54])([CH3:53])[CH3:52])[C:41]=4[N:42]=[CH:43][C:38]3=[N:37][N:36]=2)[CH2:33][CH:32](O)[CH2:31]1)[CH3:29].[F:56][C:57]([F:61])([F:60])[CH2:58][SH:59]. Product: [CH2:28]([CH:30]1[CH2:31][CH:32]([S:59][CH2:58][C:57]([F:61])([F:60])[F:56])[CH2:33][CH:34]1[C:35]1[N:39]2[C:40]3[CH:46]=[CH:45][N:44]([CH2:47][O:48][CH2:49][CH2:50][Si:51]([CH3:52])([CH3:54])[CH3:53])[C:41]=3[N:42]=[CH:43][C:38]2=[N:37][N:36]=1)[CH3:29]. The catalyst class is: 1. (4) Reactant: C([O-])(=O)C.[O:5]=[C:6]1[C@H:9]([NH3+:10])[CH2:8][NH:7]1.CCN(C(C)C)C(C)C.[C:20]1([CH2:26][CH2:27][CH2:28][CH2:29][CH2:30][O:31][C:32](N2C=CC=CC2=O)=[O:33])[CH:25]=[CH:24][CH:23]=[CH:22][CH:21]=1. Product: [C:20]1([CH2:26][CH2:27][CH2:28][CH2:29][CH2:30][O:31][C:32](=[O:33])[NH:10][C@@H:9]2[CH2:8][NH:7][C:6]2=[O:5])[CH:25]=[CH:24][CH:23]=[CH:22][CH:21]=1. The catalyst class is: 2.